Dataset: Catalyst prediction with 721,799 reactions and 888 catalyst types from USPTO. Task: Predict which catalyst facilitates the given reaction. (1) Reactant: Br[C:2]1[CH:3]=[N:4][C:5]([N:8]2[CH2:13][CH2:12][CH:11]([O:14][C:15]3[CH:20]=[CH:19][C:18]([CH2:21][N:22]4[CH2:27][CH2:26][N:25]([S:28]([CH3:31])(=[O:30])=[O:29])[CH2:24][CH2:23]4)=[CH:17][C:16]=3[Cl:32])[CH2:10][CH2:9]2)=[N:6][CH:7]=1.[CH3:33][N:34](C=O)C. Product: [Cl:32][C:16]1[CH:17]=[C:18]([CH2:21][N:22]2[CH2:27][CH2:26][N:25]([S:28]([CH3:31])(=[O:30])=[O:29])[CH2:24][CH2:23]2)[CH:19]=[CH:20][C:15]=1[O:14][CH:11]1[CH2:12][CH2:13][N:8]([C:5]2[N:4]=[CH:3][C:2]([C:33]#[N:34])=[CH:7][N:6]=2)[CH2:9][CH2:10]1. The catalyst class is: 380. (2) Reactant: [NH2:1][C:2]1[C:7]([NH2:8])=[CH:6][N:5]=[C:4]([C:9]([O:11][CH3:12])=[O:10])[CH:3]=1.[Cl:13][C:14]1[CH:19]=[CH:18][CH:17]=[C:16]([Cl:20])[C:15]=1[N:21]=[C:22]=[S:23]. Product: [NH2:8][C:7]1[C:2]([NH:1][C:22]([NH:21][C:15]2[C:16]([Cl:20])=[CH:17][CH:18]=[CH:19][C:14]=2[Cl:13])=[S:23])=[CH:3][C:4]([C:9]([O:11][CH3:12])=[O:10])=[N:5][CH:6]=1. The catalyst class is: 36. (3) Reactant: [Cl:1][C:2]1[CH:10]=[CH:9][CH:8]=[C:7]2[C:3]=1[CH2:4][CH2:5][NH:6]2.[O:11]=[CH:12][C@@H:13]([C@H:15]([C@H:17]([C@@H:19]([CH2:21][OH:22])[OH:20])[OH:18])[OH:16])O.C(O)C. Product: [Cl:1][C:2]1[CH:10]=[CH:9][CH:8]=[C:7]2[C:3]=1[CH2:4][CH2:5][N:6]2[C@@H:21]1[O:22][C@H:13]([CH2:12][OH:11])[C@H:15]([OH:16])[C@H:17]([OH:18])[C@H:19]1[OH:20]. The catalyst class is: 6. (4) The catalyst class is: 2. Reactant: FC(F)(F)S(O[CH2:7][C:8]([F:20])([F:19])[C:9]1[CH:10]=[N:11][C:12]([C:15]([F:18])([F:17])[F:16])=[CH:13][CH:14]=1)(=O)=O.[NH:23]1[CH2:28][CH2:27][CH:26]([NH:29][C:30](=[O:36])[O:31][C:32]([CH3:35])([CH3:34])[CH3:33])[CH2:25][CH2:24]1.CCN(C(C)C)C(C)C. Product: [F:20][C:8]([F:19])([C:9]1[CH:10]=[N:11][C:12]([C:15]([F:16])([F:17])[F:18])=[CH:13][CH:14]=1)[CH2:7][N:23]1[CH2:24][CH2:25][CH:26]([NH:29][C:30](=[O:36])[O:31][C:32]([CH3:34])([CH3:33])[CH3:35])[CH2:27][CH2:28]1. (5) Product: [CH2:23]([NH:27][C:3](=[O:22])[C@H:4]([CH:19]([CH3:20])[CH3:21])[NH:5][C:6](=[O:18])[CH:7]([CH3:17])[NH:8][C:9]1[CH:14]=[CH:13][C:12]([Cl:15])=[C:11]([Cl:16])[CH:10]=1)[CH:24]([CH3:26])[CH3:25]. Reactant: CO[C:3](=[O:22])[C@H:4]([CH:19]([CH3:21])[CH3:20])[NH:5][C:6](=[O:18])[CH:7]([CH3:17])[NH:8][C:9]1[CH:14]=[CH:13][C:12]([Cl:15])=[C:11]([Cl:16])[CH:10]=1.[CH2:23]([NH2:27])[CH:24]([CH3:26])[CH3:25]. The catalyst class is: 138. (6) Reactant: [NH2:1][C:2]1[N:7]=[CH:6][C:5]([C:8]2[N:15]3[C:11]([S:12][C:13]([C:16]4[CH:21]=[CH:20][C:19]([OH:22])=[C:18]([O:23][CH3:24])[CH:17]=4)=[N:14]3)=[N:10][C:9]=2[CH3:25])=[CH:4][C:3]=1[C:26]([F:29])([F:28])[F:27].Cl[CH2:31][C:32]([N:34]([CH3:36])[CH3:35])=[O:33].C([O-])([O-])=O.[K+].[K+]. Product: [NH2:1][C:2]1[N:7]=[CH:6][C:5]([C:8]2[N:15]3[C:11]([S:12][C:13]([C:16]4[CH:21]=[CH:20][C:19]([O:22][CH2:31][C:32]([N:34]([CH3:36])[CH3:35])=[O:33])=[C:18]([O:23][CH3:24])[CH:17]=4)=[N:14]3)=[N:10][C:9]=2[CH3:25])=[CH:4][C:3]=1[C:26]([F:28])([F:27])[F:29]. The catalyst class is: 3. (7) Reactant: [C:1]1(=[O:11])[NH:5][C:4](=[O:6])[C:3]2=[CH:7][CH:8]=[CH:9][CH:10]=[C:2]12.C1C=CC(P(C2C=CC=CC=2)C2C=CC=CC=2)=CC=1.[N:31]1[CH:36]=[CH:35][C:34]([CH2:37][CH2:38][CH2:39]O)=[CH:33][CH:32]=1.N(C(OCC)=O)=NC(OCC)=O. Product: [N:31]1[CH:36]=[CH:35][C:34]([CH2:37][CH2:38][CH2:39][N:5]2[C:1](=[O:11])[C:2]3[C:3](=[CH:7][CH:8]=[CH:9][CH:10]=3)[C:4]2=[O:6])=[CH:33][CH:32]=1. The catalyst class is: 7.